This data is from Full USPTO retrosynthesis dataset with 1.9M reactions from patents (1976-2016). The task is: Predict the reactants needed to synthesize the given product. (1) Given the product [N:19]1[NH:18][N:17]=[N:16][C:15]=1[C:5]1[CH:4]=[CH:3][CH:8]=[CH:7][C:6]=1[C:9]1[CH:10]=[CH:11][C:12]([CH:23]=[O:24])=[CH:13][CH:14]=1, predict the reactants needed to synthesize it. The reactants are: OC[C:3]1[CH:8]=[CH:7][C:6]([C:9]2[CH:14]=[CH:13][CH:12]=[CH:11][CH:10]=2)=[C:5]([C:15]2[NH:19][N:18]=[N:17][N:16]=2)[CH:4]=1.Cl[O-].[Na+].[C:23](=O)([O-])[O-:24].[K+].[K+]. (2) Given the product [NH2:7][C@H:8]1[C:17]2[C:12](=[CH:13][CH:14]=[CH:15][CH:16]=2)[O:11][C@@H:10]([C:18]2[S:19][C:20]([C:23]([O:25][CH2:26][CH3:27])=[O:24])=[CH:21][N:22]=2)[CH2:9]1, predict the reactants needed to synthesize it. The reactants are: C([S@]([N:7]=[C:8]1[C:17]2[C:12](=[CH:13][CH:14]=[CH:15][CH:16]=2)[O:11][C@@H:10]([C:18]2[S:19][C:20]([C:23]([O:25][CH2:26][CH3:27])=[O:24])=[CH:21][N:22]=2)[CH2:9]1)=O)(C)(C)C.C([S@](N=C1C2C(=CC=CC=2)O[C@H](C2SC(C(OCC)=O)=CN=2)C1)=O)(C)(C)C.